This data is from Full USPTO retrosynthesis dataset with 1.9M reactions from patents (1976-2016). The task is: Predict the reactants needed to synthesize the given product. Given the product [Cl:21][C:22]1[CH:30]=[CH:29][CH:28]=[C:27]2[C:23]=1[C:24]([OH:45])([C:8]1[C:7]([OH:10])=[CH:6][C:5]3[O:1][CH2:2][CH2:3][C:4]=3[CH:9]=1)[C:25](=[O:44])[N:26]2[CH:31]([C:32]1[CH:33]=[CH:34][CH:35]=[CH:36][CH:37]=1)[C:38]1[CH:43]=[CH:42][CH:41]=[CH:40][CH:39]=1, predict the reactants needed to synthesize it. The reactants are: [O:1]1[C:5]2[CH:6]=[C:7]([OH:10])[CH:8]=[CH:9][C:4]=2[CH2:3][CH2:2]1.COC1C=C(O)C=CC=1C.[Cl:21][C:22]1[CH:30]=[CH:29][CH:28]=[C:27]2[C:23]=1[C:24](=[O:45])[C:25](=[O:44])[N:26]2[CH:31]([C:38]1[CH:43]=[CH:42][CH:41]=[CH:40][CH:39]=1)[C:32]1[CH:37]=[CH:36][CH:35]=[CH:34][CH:33]=1.C(N1C2C(=CC=CC=2)C(=O)C1=O)(C1C=CC=CC=1)C1C=CC=CC=1.